Task: Predict the product of the given reaction.. Dataset: Forward reaction prediction with 1.9M reactions from USPTO patents (1976-2016) (1) Given the reactants [CH3:1][N:2]1[CH2:7][CH2:6][N:5]2[N:8]=[C:9]([NH2:11])[CH:10]=[C:4]2[CH2:3]1.Br[C:13]1[C:14](=[O:21])[N:15]([CH3:20])[N:16]=[C:17]([Cl:19])[CH:18]=1.C(=O)([O-])[O-].[Cs+].[Cs+].C1(P(C2C=CC=CC=2)C2C3OC4C(=CC=CC=4P(C4C=CC=CC=4)C4C=CC=CC=4)C(C)(C)C=3C=CC=2)C=CC=CC=1, predict the reaction product. The product is: [Cl:19][C:17]1[CH:18]=[C:13]([NH:11][C:9]2[CH:10]=[C:4]3[CH2:3][N:2]([CH3:1])[CH2:7][CH2:6][N:5]3[N:8]=2)[C:14](=[O:21])[N:15]([CH3:20])[N:16]=1. (2) Given the reactants [NH2:1][C:2]1[CH:3]=[C:4]([CH:19]=[CH:20][CH:21]=1)[CH2:5][C:6]1[C:11](=[O:12])[CH:10]=[CH:9][N:8]([C:13]2[CH:18]=[CH:17][CH:16]=[CH:15][CH:14]=2)[N:7]=1.[CH2:22]([N:24]=[C:25]=[O:26])[CH3:23].C(Cl)Cl, predict the reaction product. The product is: [CH2:22]([NH:24][C:25]([NH:1][C:2]1[CH:21]=[CH:20][CH:19]=[C:4]([CH2:5][C:6]2[C:11](=[O:12])[CH:10]=[CH:9][N:8]([C:13]3[CH:18]=[CH:17][CH:16]=[CH:15][CH:14]=3)[N:7]=2)[CH:3]=1)=[O:26])[CH3:23]. (3) Given the reactants [C:1]([N:5]1[CH2:8][CH:7]([N:9]2[CH2:14][CH2:13][N:12]([C:15](=[O:31])[CH2:16][NH:17][C:18]3[CH:26]=[C:25]([CH:27]4[CH2:29][CH2:28]4)[C:24]([Cl:30])=[CH:23][C:19]=3[C:20]([NH2:22])=O)[CH2:11][CH2:10]2)[CH2:6]1)(=[O:4])[CH:2]=[CH2:3].CCN(CC)CC.FC(F)(F)C(OC(=O)C(F)(F)F)=O.O, predict the reaction product. The product is: [C:1]([N:5]1[CH2:6][CH:7]([N:9]2[CH2:10][CH2:11][N:12]([C:15](=[O:31])[CH2:16][NH:17][C:18]3[CH:26]=[C:25]([CH:27]4[CH2:28][CH2:29]4)[C:24]([Cl:30])=[CH:23][C:19]=3[C:20]#[N:22])[CH2:13][CH2:14]2)[CH2:8]1)(=[O:4])[CH:2]=[CH2:3]. (4) Given the reactants [ClH:1].CCOC(C)=O.[C:8]([C:10]1[CH:11]=[C:12]2[C:17](=[CH:18][CH:19]=1)[CH:16]([CH:20]1[CH2:25][CH2:24][CH2:23][CH2:22][CH2:21]1)[N:15](C(OC(C)(C)C)=O)[CH2:14][CH2:13]2)#[N:9], predict the reaction product. The product is: [ClH:1].[CH:20]1([CH:16]2[C:17]3[C:12](=[CH:11][C:10]([C:8]#[N:9])=[CH:19][CH:18]=3)[CH2:13][CH2:14][NH:15]2)[CH2:21][CH2:22][CH2:23][CH2:24][CH2:25]1.